Dataset: Reaction yield outcomes from USPTO patents with 853,638 reactions. Task: Predict the reaction yield, written as a fraction of the theoretical maximum amount of product (1.0 means a 100% yield; for example, 0.34 means a 34% yield). (1) The reactants are [Br:1][C:2]1[CH:32]=[CH:31][CH:30]=[CH:29][C:3]=1[C:4]([NH:6][CH2:7][C:8]([NH:10][C@H:11]([B:16]1[O:20][C@@H]2C[C@@H]3C[C@H]([C@]2(C)[O:17]1)C3(C)C)[CH2:12][CH:13]([CH3:15])[CH3:14])=[O:9])=[O:5].Cl.B([O-])OCC(C)C. The catalyst is CO.CCCCCC. The product is [Br:1][C:2]1[CH:32]=[CH:31][CH:30]=[CH:29][C:3]=1[C:4]([NH:6][CH2:7][C:8]([NH:10][C@H:11]([B:16]([OH:20])[OH:17])[CH2:12][CH:13]([CH3:15])[CH3:14])=[O:9])=[O:5]. The yield is 0.730. (2) The reactants are F.F.F.C(N(CC)CC)C.[Si]([O:28][CH2:29][C@H:30]1[O:34][C@@H:33]([N:35]2[CH:42]=[C:41]([CH3:43])[C:39](=[O:40])[NH:38][C:36]2=[O:37])[C@H:32]([O:44][CH2:45][CH2:46][O:47][N:48]([CH3:50])[CH3:49])[C@@H:31]1[OH:51])(C(C)(C)C)(C1C=CC=CC=1)C1C=CC=CC=1.CO. The catalyst is C1COCC1.C(Cl)Cl. The product is [CH3:49][N:48]([CH3:50])[O:47][CH2:46][CH2:45][O:44][C@@H:32]1[C@H:31]([OH:51])[C@@H:30]([CH2:29][OH:28])[O:34][C@H:33]1[N:35]1[CH:42]=[C:41]([CH3:43])[C:39](=[O:40])[NH:38][C:36]1=[O:37]. The yield is 0.925. (3) The reactants are [Si]([O:8][C:9]1[CH:14]=[CH:13][C:12]([C:15]2[C:24]3[C:19](=[CH:20][CH:21]=[CH:22][CH:23]=3)[C:18]([CH:25]=O)=[CH:17][CH:16]=2)=[CH:11][CH:10]=1)(C(C)(C)C)(C)C.Cl.[NH2:28][OH:29].N1C=CC=CC=1.CCCC[N+](CCCC)(CCCC)CCCC.[F-].C1COCC1. The catalyst is CO.O. The product is [OH:8][C:9]1[CH:14]=[CH:13][C:12]([C:15]2[C:24]3[C:19](=[CH:20][CH:21]=[CH:22][CH:23]=3)[C:18]([CH:25]=[N:28][OH:29])=[CH:17][CH:16]=2)=[CH:11][CH:10]=1. The yield is 0.410. (4) The reactants are [I:1]I.[NH2:3][C:4]1[CH:11]=[CH:10][C:7]([C:8]#[N:9])=[CH:6][CH:5]=1. The catalyst is C(O)C.S([O-])([O-])(=O)=O.[Ag+2]. The product is [NH2:3][C:4]1[CH:11]=[CH:10][C:7]([C:8]#[N:9])=[CH:6][C:5]=1[I:1]. The yield is 0.360. (5) The reactants are [NH2:1][C:2]1[CH:7]=[C:6]([Cl:8])[CH:5]=[CH:4][C:3]=1[SH:9].[CH3:10][N:11]([CH3:16])[C:12](=[O:15])[CH:13]=[CH2:14].CC(O)=O. The catalyst is C(Cl)Cl. The product is [NH2:1][C:2]1[CH:7]=[C:6]([Cl:8])[CH:5]=[CH:4][C:3]=1[S:9][CH2:14][CH2:13][C:12]([N:11]([CH3:16])[CH3:10])=[O:15]. The yield is 0.540. (6) The reactants are Br.[CH2:2]([S:4][C:5](=[NH:7])[NH2:6])[CH3:3].N(CCC[CH2:14][CH2:15][C:16]([O:18][CH2:19][CH3:20])=[O:17])=C=O.C1CCN2C(=NCCC2)CC1.[C:32](N1C=CN=C1)([N:34]1[CH:38]=CN=C1)=[O:33].Cl.CN(C=[O:49])C. No catalyst specified. The product is [CH2:2]([S:4][C:5]1[NH:6][C:38](=[O:49])[N:34]([CH2:14][CH2:15][C:16]([O:18][CH2:19][CH3:20])=[O:17])[C:32](=[O:33])[N:7]=1)[CH3:3]. The yield is 0.890.